Task: Predict the reaction yield, written as a fraction of the theoretical maximum amount of product (1.0 means a 100% yield; for example, 0.34 means a 34% yield).. Dataset: Reaction yield outcomes from USPTO patents with 853,638 reactions (1) The reactants are [F:1][C:2]1[CH:7]=[CH:6][C:5]([CH2:8][C:9]([N:11]=[C:12]=[S:13])=[O:10])=[CH:4][CH:3]=1.[NH2:14][C:15]1[CH:40]=[CH:39][C:18]([O:19][C:20]2[CH:25]=[C:24]([NH:26][C:27]([N:29]3[CH2:34][CH2:33][CH:32]([CH2:35][N:36]([CH3:38])[CH3:37])[CH2:31][CH2:30]3)=[O:28])[N:23]=[CH:22][N:21]=2)=[C:17]([F:41])[CH:16]=1.C12(CS(O)(=O)=O)C(C)(C)C(CC1)CC2=O. The catalyst is C1(C)C=CC=CC=1.C(O)C. The product is [CH3:38][N:36]([CH2:35][CH:32]1[CH2:33][CH2:34][N:29]([C:27]([NH:26][C:24]2[CH:25]=[C:20]([O:19][C:18]3[CH:39]=[CH:40][C:15]([NH:14][C:12]([NH:11][C:9](=[O:10])[CH2:8][C:5]4[CH:4]=[CH:3][C:2]([F:1])=[CH:7][CH:6]=4)=[S:13])=[CH:16][C:17]=3[F:41])[N:21]=[CH:22][N:23]=2)=[O:28])[CH2:30][CH2:31]1)[CH3:37]. The yield is 0.400. (2) The product is [C:78]([CH:69]([NH:68][C:66]([C:64]1[NH:63][N:62]=[C:61]([CH2:60][CH2:59][NH:58][C:5](=[O:7])[C:4]2[CH:8]=[CH:9][C:10]([C:12]([F:15])([F:14])[F:13])=[CH:11][C:3]=2[O:2][CH3:1])[N:65]=1)=[O:67])[C:70]1[CH:75]=[CH:74][C:73]([CH2:76][CH3:77])=[CH:72][CH:71]=1)#[N:79]. The reactants are [CH3:1][O:2][C:3]1[CH:11]=[C:10]([C:12]([F:15])([F:14])[F:13])[CH:9]=[CH:8][C:4]=1[C:5]([OH:7])=O.C[NH3+].F[P-](F)(F)(F)(F)F.N1(OC(N(C)C)=[N+](C)C)C2N=CC=CC=2N=N1.F[P-](F)(F)(F)(F)F.C(N(C(C)C)CC)(C)C.[NH2:58][CH2:59][CH2:60][C:61]1[N:65]=[C:64]([C:66]([NH:68][CH:69]([C:78]#[N:79])[C:70]2[CH:75]=[CH:74][C:73]([CH2:76][CH3:77])=[CH:72][CH:71]=2)=[O:67])[NH:63][N:62]=1. The yield is 0.130. The catalyst is CN(C)C(=O)C. (3) The reactants are O[C:2]1[CH:7]=[CH:6][C:5]([C:8]2[CH:13]=[CH:12][C:11]([SH:14])=[CH:10][CH:9]=2)=[CH:4][CH:3]=1.Cl[CH2:16][C:17](CCl)=[CH2:18]. The catalyst is CO. The product is [CH2:18]([S:14][CH2:11][CH:12]=[CH2:13])[CH:17]=[CH2:16].[C:5]1([C:8]2[CH:9]=[CH:10][CH:11]=[CH:12][CH:13]=2)[CH:6]=[CH:7][CH:2]=[CH:3][CH:4]=1. The yield is 0.477. (4) The reactants are [Cl:1][C:2]1[CH:3]=[C:4]([NH:9][C:10]2[C:19]3[C:14](=[CH:15][CH:16]=[C:17]([CH2:20][CH2:21][CH2:22][OH:23])[CH:18]=3)[N:13]=[C:12]([C:24]3[CH:25]=[N:26][CH:27]=[CH:28][CH:29]=3)[N:11]=2)[CH:5]=[CH:6][C:7]=1[F:8].C(N(CC)CC)C.[CH3:37][S:38](Cl)(=[O:40])=[O:39].O. The catalyst is C(Cl)Cl. The product is [CH3:37][S:38]([O:23][CH2:22][CH2:21][CH2:20][C:17]1[CH:18]=[C:19]2[C:14](=[CH:15][CH:16]=1)[N:13]=[C:12]([C:24]1[CH:25]=[N:26][CH:27]=[CH:28][CH:29]=1)[N:11]=[C:10]2[NH:9][C:4]1[CH:5]=[CH:6][C:7]([F:8])=[C:2]([Cl:1])[CH:3]=1)(=[O:40])=[O:39]. The yield is 0.910.